The task is: Predict the reactants needed to synthesize the given product.. This data is from Full USPTO retrosynthesis dataset with 1.9M reactions from patents (1976-2016). (1) The reactants are: C[O:2][C:3](=[O:23])[C:4]1[C:5](=[CH:10][C:11]([NH:14][CH2:15][C:16]2[CH:21]=[CH:20][CH:19]=[C:18]([Cl:22])[CH:17]=2)=[CH:12][CH:13]=1)[C:6]([O:8]C)=[O:7].[OH-].[Na+]. Given the product [Cl:22][C:18]1[CH:17]=[C:16]([CH:21]=[CH:20][CH:19]=1)[CH2:15][NH:14][C:11]1[CH:10]=[C:5]([C:6]([OH:8])=[O:7])[C:4](=[CH:13][CH:12]=1)[C:3]([OH:23])=[O:2], predict the reactants needed to synthesize it. (2) Given the product [CH2:8]([O:15][C:16]1[CH:21]=[CH:20][C:19]([S:22]([NH:28][CH2:29][C@H:30]([N:35]2[CH2:40][CH2:39][N:38]([S:41]([CH3:44])(=[O:43])=[O:42])[CH2:37][CH2:36]2)[C:31]([O:33][CH3:34])=[O:32])(=[O:24])=[O:23])=[CH:18][CH:17]=1)[C:9]1[CH:14]=[CH:13][CH:12]=[CH:11][CH:10]=1, predict the reactants needed to synthesize it. The reactants are: C(N(CC)CC)C.[CH2:8]([O:15][C:16]1[CH:21]=[CH:20][C:19]([S:22](Cl)(=[O:24])=[O:23])=[CH:18][CH:17]=1)[C:9]1[CH:14]=[CH:13][CH:12]=[CH:11][CH:10]=1.Cl.Cl.[NH2:28][CH2:29][C@H:30]([N:35]1[CH2:40][CH2:39][N:38]([S:41]([CH3:44])(=[O:43])=[O:42])[CH2:37][CH2:36]1)[C:31]([O:33][CH3:34])=[O:32].O.